From a dataset of Catalyst prediction with 721,799 reactions and 888 catalyst types from USPTO. Predict which catalyst facilitates the given reaction. (1) Reactant: [CH3:1][C:2]1[C:3]([C:26]2[CH:31]=[CH:30][CH:29]=[CH:28][CH:27]=2)=[N:4][C:5]2[C:10]([C:11]=1[C:12]([NH:14][N:15]([C:20]1[CH:25]=[CH:24][CH:23]=[CH:22][CH:21]=1)[C:16]([O:18][CH3:19])=[O:17])=[O:13])=[CH:9][CH:8]=[CH:7][CH:6]=2.C1C(=O)N([Br:39])C(=O)C1. Product: [Br:39][CH2:1][C:2]1[C:3]([C:26]2[CH:31]=[CH:30][CH:29]=[CH:28][CH:27]=2)=[N:4][C:5]2[C:10]([C:11]=1[C:12]([NH:14][N:15]([C:20]1[CH:21]=[CH:22][CH:23]=[CH:24][CH:25]=1)[C:16]([O:18][CH3:19])=[O:17])=[O:13])=[CH:9][CH:8]=[CH:7][CH:6]=2. The catalyst class is: 53. (2) Reactant: [Br:1][C:2]1[CH:7]=[C:6]([Br:8])[C:5]([OH:9])=[CH:4][C:3]=1[OH:10].C(N(CC)CC)C.[C:18](Cl)(=[O:20])[CH3:19]. Product: [C:18]([O:9][C:5]1[CH:4]=[C:3]([OH:10])[C:2]([Br:1])=[CH:7][C:6]=1[Br:8])(=[O:20])[CH3:19]. The catalyst class is: 4. (3) Reactant: C([Si](C)(C)[O:6][CH2:7][CH2:8][N:9]([C:24]([C@H:26]1[CH2:31][CH2:30][C@H:29]([CH3:32])[CH2:28][CH2:27]1)=[O:25])[C:10]1[CH:14]=[C:13]([C:15]#[C:16][C:17]([CH3:20])([CH3:19])[CH3:18])[S:12][C:11]=1[C:21]([OH:23])=[O:22])(C)(C)C.CCN(CC)CC.F.F.F. Product: [CH3:19][C:17]([CH3:18])([CH3:20])[C:16]#[C:15][C:13]1[S:12][C:11]([C:21]([OH:23])=[O:22])=[C:10]([N:9]([CH2:8][CH2:7][OH:6])[C:24]([C@H:26]2[CH2:31][CH2:30][C@H:29]([CH3:32])[CH2:28][CH2:27]2)=[O:25])[CH:14]=1. The catalyst class is: 1. (4) Reactant: Br[C:2]1[CH:11]=[C:10]([N+:12]([O-:14])=[O:13])[CH:9]=[CH:8][C:3]=1[C:4]([O:6][CH3:7])=[O:5].C(=O)([O-])[O-].[K+].[K+].[CH:21](B1OB(C=C)OB(C=C)O1)=[CH2:22]. Product: [N+:12]([C:10]1[CH:9]=[CH:8][C:3]([C:4]([O:6][CH3:7])=[O:5])=[C:2]([CH:21]=[CH2:22])[CH:11]=1)([O-:14])=[O:13]. The catalyst class is: 108.